This data is from Reaction yield outcomes from USPTO patents with 853,638 reactions. The task is: Predict the reaction yield, written as a fraction of the theoretical maximum amount of product (1.0 means a 100% yield; for example, 0.34 means a 34% yield). (1) The reactants are [C:1]1([C:25]2[CH:30]=[CH:29][CH:28]=[CH:27][CH:26]=2)[CH:6]=[CH:5][C:4]([CH2:7][C@@H:8]([NH:16][C:17]([C:19]2[NH:20][N:21]=[C:22]([Cl:24])[N:23]=2)=[O:18])[CH2:9][C@@H:10]([CH2:14][OH:15])[C:11]([OH:13])=[O:12])=[CH:3][CH:2]=1.Cl.[CH3:32][O:33][CH2:34][CH2:35]O. The catalyst is O1CCOCC1. The product is [CH3:32][O:33][CH2:34][CH2:35][O:12][C:11](=[O:13])[C@H:10]([CH2:14][OH:15])[CH2:9][C@H:8]([NH:16][C:17]([C:19]1[NH:20][N:21]=[C:22]([Cl:24])[N:23]=1)=[O:18])[CH2:7][C:4]1[CH:5]=[CH:6][C:1]([C:25]2[CH:26]=[CH:27][CH:28]=[CH:29][CH:30]=2)=[CH:2][CH:3]=1. The yield is 0.950. (2) The reactants are [CH2:1]([O:8][C:9]1[CH:14]=[CH:13][CH:12]=[CH:11][C:10]=1[C:15]1[N:20]=[C:19]([O:21][CH2:22][C:23]([NH2:25])=[O:24])[C:18]([C:26]#[N:27])=[C:17](S(C)=O)[CH:16]=1)[C:2]1[CH:7]=[CH:6][CH:5]=[CH:4][CH:3]=1.[NH:31]1[CH2:36][CH2:35][O:34][CH2:33][CH2:32]1. The catalyst is O. The product is [CH2:1]([O:8][C:9]1[CH:14]=[CH:13][CH:12]=[CH:11][C:10]=1[C:15]1[N:20]=[C:19]([O:21][CH2:22][C:23]([NH2:25])=[O:24])[C:18]([C:26]#[N:27])=[C:17]([N:31]2[CH2:36][CH2:35][O:34][CH2:33][CH2:32]2)[CH:16]=1)[C:2]1[CH:7]=[CH:6][CH:5]=[CH:4][CH:3]=1. The yield is 0.960. (3) The reactants are [Br:1][C:2]1[CH:14]=[C:13]2[C:5]([C:6]3[CH2:7][CH:8]([C:15]([O:17][CH2:18][CH3:19])=[O:16])[CH2:9][CH2:10][C:11]=3[NH:12]2)=[C:4]([C:20](=[O:23])[NH:21][CH3:22])[CH:3]=1.C(C1C(=O)C(Cl)=C(Cl)C(=O)C=1C#N)#N. The catalyst is C1COCC1. The product is [Br:1][C:2]1[CH:14]=[C:13]2[C:5]([C:6]3[CH:7]=[C:8]([C:15]([O:17][CH2:18][CH3:19])=[O:16])[CH:9]=[CH:10][C:11]=3[NH:12]2)=[C:4]([C:20](=[O:23])[NH:21][CH3:22])[CH:3]=1. The yield is 0.960. (4) The reactants are [F:1][C:2]1[CH:3]=[C:4]([CH:7]=[C:8]([O:11]C)[C:9]=1[OH:10])[CH:5]=[O:6].B(Br)(Br)Br. The catalyst is ClCCl. The product is [F:1][C:2]1[CH:3]=[C:4]([CH:7]=[C:8]([OH:11])[C:9]=1[OH:10])[CH:5]=[O:6]. The yield is 0.890. (5) The reactants are [F:1][C:2]1[CH:7]=[CH:6][CH:5]=[C:4]([F:8])[C:3]=1[S:9](Cl)(=[O:11])=[O:10].[CH3:13][O:14][C:15]([C:17]1[CH:22]=[CH:21][N:20]=[C:19]([NH2:23])[CH:18]=1)=[O:16].O. The catalyst is N1C=CC=CC=1. The product is [F:1][C:2]1[CH:7]=[CH:6][CH:5]=[C:4]([F:8])[C:3]=1[S:9]([NH:23][C:19]1[CH:18]=[C:17]([C:15]([O:14][CH3:13])=[O:16])[CH:22]=[CH:21][N:20]=1)(=[O:11])=[O:10]. The yield is 0.470. (6) The reactants are [C:1]([O:5][C:6]([N:8]1[CH2:20][C@@H:19]([CH3:21])[N:18]2[C@H:10]([CH2:11][C:12]3[C:17]2=[N:16][C:15]([CH:22]=[CH:23][C:24](OCC)=[O:25])=[CH:14][CH:13]=3)[CH2:9]1)=[O:7])([CH3:4])([CH3:3])[CH3:2].[H-].[Al+3].[Li+].[H-].[H-].[H-].C(C(C(C([O-])=O)O)O)([O-])=O.[Na+].[K+].C(OCC)(=O)C. The catalyst is C(OCC)C. The product is [C:1]([O:5][C:6]([N:8]1[CH2:20][C@@H:19]([CH3:21])[N:18]2[C@H:10]([CH2:11][C:12]3[C:17]2=[N:16][C:15]([CH2:22][CH2:23][CH2:24][OH:25])=[CH:14][CH:13]=3)[CH2:9]1)=[O:7])([CH3:2])([CH3:4])[CH3:3]. The yield is 0.505.